Predict the product of the given reaction. From a dataset of Forward reaction prediction with 1.9M reactions from USPTO patents (1976-2016). Given the reactants Cl[S:2]([OH:5])(=O)=[O:3].C[C:7]1[CH:21]=[CH:20][C:10](NC(=O)[C:7]2[CH:21]=[CH:20][CH:10]=[CH:9][CH:8]=2)=[CH:9][CH:8]=1.C(=O)(O)[O-].[Na+].[CH3:27][O:28][C:29]1[CH:45]=[CH:44][C:32]([CH2:33][NH:34][CH2:35][C:36]2[CH:41]=[CH:40][C:39]([O:42][CH3:43])=[CH:38][CH:37]=2)=[CH:31][CH:30]=1, predict the reaction product. The product is: [CH3:43][O:42][C:39]1[CH:40]=[CH:41][C:36]([CH2:35][N:34]([CH2:33][C:32]2[CH:31]=[CH:30][C:29]([O:28][CH3:27])=[CH:45][CH:44]=2)[S:2]([C:7]2[CH:21]=[CH:20][CH:10]=[CH:9][CH:8]=2)(=[O:5])=[O:3])=[CH:37][CH:38]=1.